This data is from Catalyst prediction with 721,799 reactions and 888 catalyst types from USPTO. The task is: Predict which catalyst facilitates the given reaction. (1) Reactant: [N+:1]([C:4]1[C:5]([CH3:19])=[C:6]2[C:11](=[C:12]([CH3:15])[C:13]=1[CH3:14])[O:10][C:9]([CH:17]=[O:18])([CH3:16])[CH2:8][CH2:7]2)([O-:3])=[O:2].CC(=CC)C.Cl([O-])=[O:26].[Na+].P([O-])(O)(O)=O.[Na+]. Product: [N+:1]([C:4]1[C:5]([CH3:19])=[C:6]2[C:11](=[C:12]([CH3:15])[C:13]=1[CH3:14])[O:10][C:9]([CH3:16])([C:17]([OH:26])=[O:18])[CH2:8][CH2:7]2)([O-:3])=[O:2]. The catalyst class is: 371. (2) Reactant: [CH3:1][O:2][C:3]1[CH:4]=[C:5]([C:11]2[CH2:12][CH2:13][C:14](=[O:17])[NH:15][N:16]=2)[CH:6]=[CH:7][C:8]=1[O:9][CH3:10].CC(C)([O-])C.[K+].[N+:24]([C:27]1[CH:34]=[CH:33][C:30]([CH2:31]Cl)=[CH:29][CH:28]=1)([O-:26])=[O:25]. Product: [N+:24]([C:27]1[CH:34]=[CH:33][C:30]([CH2:31][N:15]2[C:14](=[O:17])[CH2:13][CH2:12][C:11]([C:5]3[CH:6]=[CH:7][C:8]([O:9][CH3:10])=[C:3]([O:2][CH3:1])[CH:4]=3)=[N:16]2)=[CH:29][CH:28]=1)([O-:26])=[O:25]. The catalyst class is: 1. (3) Reactant: [F:1][C:2]([F:38])([F:37])[C:3]([N:5]=[S:6]([CH2:8][C:9]1[CH:14]=[C:13]([C:15]([F:18])([F:17])[F:16])[N:12]=[C:11]([NH:19][C:20]2[CH:25]=[C:24]([C:26]3[C:34]4[O:33][CH:32]=[CH:31][C:30]=4[C:29]([F:35])=[CH:28][CH:27]=3)[C:23]([F:36])=[CH:22][N:21]=2)[CH:10]=1)[CH3:7])=[O:4].[OH:39]OS([O-])=O.[K+].[OH-].[K+]. Product: [F:36][C:23]1[C:24]([C:26]2[C:34]3[O:33][CH:32]=[CH:31][C:30]=3[C:29]([F:35])=[CH:28][CH:27]=2)=[CH:25][C:20]([NH:19][C:11]2[CH:10]=[C:9]([CH2:8][S:6]([CH3:7])(=[NH:5])=[O:39])[CH:14]=[C:13]([C:15]([F:18])([F:17])[F:16])[N:12]=2)=[N:21][CH:22]=1.[F:38][C:2]([F:1])([F:37])[C:3]([N:5]=[S:6]([CH2:8][C:9]1[CH:14]=[C:13]([C:15]([F:18])([F:17])[F:16])[N:12]=[C:11]([NH:19][C:20]2[CH:25]=[C:24]([C:26]3[C:34]4[O:33][CH:32]=[CH:31][C:30]=4[C:29]([F:35])=[CH:28][CH:27]=3)[C:23]([F:36])=[CH:22][N:21]=2)[CH:10]=1)([CH3:7])=[O:39])=[O:4]. The catalyst class is: 24. (4) Reactant: Br[C:2]1[CH:11]=[CH:10][CH:9]=[C:8]2[C:3]=1[CH:4]=[C:5]([C:13]1[CH:18]=[CH:17][C:16]([O:19][CH2:20][CH2:21][N:22]([CH3:24])[CH3:23])=[CH:15][CH:14]=1)[NH:6][C:7]2=[O:12].C(N(CC)CC)C.[CH2:32]([OH:36])[CH2:33][C:34]#[CH:35]. Product: [CH3:23][N:22]([CH3:24])[CH2:21][CH2:20][O:19][C:16]1[CH:17]=[CH:18][C:13]([C:5]2[NH:6][C:7](=[O:12])[C:8]3[C:3]([CH:4]=2)=[C:2]([C:35]#[C:34][CH2:33][CH2:32][OH:36])[CH:11]=[CH:10][CH:9]=3)=[CH:14][CH:15]=1. The catalyst class is: 538. (5) Reactant: [C:1]([N:5]1[CH2:8][CH:7]([N:9]2[CH2:14][CH2:13][CH:12]([C:15]([NH:17][CH2:18][C:19]3[CH:24]=[C:23]([Cl:25])[C:22]([Cl:26])=[CH:21][C:20]=3[O:27]C)=[O:16])[CH2:11][CH2:10]2)[CH2:6]1)(=[O:4])[CH:2]=[CH2:3].B(Br)(Br)Br.C([O-])(O)=O.[Na+]. Product: [Cl:26][C:22]1[C:23]([Cl:25])=[CH:24][C:19]([CH2:18][NH:17][C:15]([CH:12]2[CH2:11][CH2:10][N:9]([CH:7]3[CH2:8][N:5]([C:1](=[O:4])[CH:2]=[CH2:3])[CH2:6]3)[CH2:14][CH2:13]2)=[O:16])=[C:20]([OH:27])[CH:21]=1. The catalyst class is: 2. (6) Reactant: [OH:1][C@@H:2]1[CH2:6][CH2:5][N:4]([C:7]([O:9][CH2:10][C:11]2[CH:16]=[CH:15][CH:14]=[CH:13][CH:12]=2)=[O:8])[CH2:3]1.C1(P(C2C=CC=CC=2)C2C=CC=CC=2)C=CC=CC=1.[C:36](O)(=[O:38])[CH3:37].N(C(OCC)=O)=NC(OCC)=O. Product: [C:36]([O:1][C@H:2]1[CH2:6][CH2:5][N:4]([C:7]([O:9][CH2:10][C:11]2[CH:16]=[CH:15][CH:14]=[CH:13][CH:12]=2)=[O:8])[CH2:3]1)(=[O:38])[CH3:37]. The catalyst class is: 11. (7) Reactant: [CH2:1]1[CH:9]2[CH:4]([CH:5]3[CH2:10][CH:8]2[CH2:7][CH:6]3[NH:11][C:12](=[O:18])[O:13][C:14]([CH3:17])([CH3:16])[CH3:15])[CH:3]=[CH:2]1.C1C2C(C3CC2CC3NC(=O)[O:31]C(C)(C)C)CC=1. Product: [OH:31][CH:2]1[CH2:3][CH:4]2[CH:9]([CH:8]3[CH2:10][CH:5]2[CH:6]([NH:11][C:12](=[O:18])[O:13][C:14]([CH3:15])([CH3:17])[CH3:16])[CH2:7]3)[CH2:1]1. The catalyst class is: 11. (8) Reactant: [C:1]([N:4]1[C:13]2[C:8](=[CH:9][CH:10]=[CH:11][CH:12]=2)[C:7](=[CH:14]OC)[C:6](=[O:17])[N:5]1[C:18](=[O:20])[CH3:19])(=[O:3])[CH3:2].Cl.[NH2:22][CH2:23][C:24]1[CH:25]=[CH:26][C:27]([O:31][CH3:32])=[C:28]([OH:30])[CH:29]=1.C(N(CC)CC)C. Product: [C:1]([N:4]1[C:13]2[C:8](=[CH:9][CH:10]=[CH:11][CH:12]=2)/[C:7](=[CH:14]/[NH:22][CH2:23][C:24]2[CH:25]=[CH:26][C:27]([O:31][CH3:32])=[C:28]([OH:30])[CH:29]=2)/[C:6](=[O:17])[N:5]1[C:18](=[O:20])[CH3:19])(=[O:3])[CH3:2]. The catalyst class is: 213. (9) Reactant: [F:1][C:2]1[CH:3]=[C:4]([CH:19]=[C:20]([F:22])[CH:21]=1)[CH2:5][CH:6]1[CH2:11][CH2:10][N:9](C(OC(C)(C)C)=O)[CH2:8][CH2:7]1.[ClH:23]. Product: [ClH:23].[F:1][C:2]1[CH:3]=[C:4]([CH:19]=[C:20]([F:22])[CH:21]=1)[CH2:5][CH:6]1[CH2:7][CH2:8][NH:9][CH2:10][CH2:11]1. The catalyst class is: 12. (10) The catalyst class is: 6. Reactant: [F:1][C:2]1[C:3]([C:8]2[N:9]([CH2:13][C:14]3[N:19]=[CH:18][N:17]4[N:20]=[C:21](N)[N:22]=[C:16]4[C:15]=3[CH2:24][CH2:25][CH3:26])[CH:10]=[CH:11][N:12]=2)=[N:4][CH:5]=[CH:6][CH:7]=1.N([O-])=O.[Na+].[NH4+].[OH-].[BrH:33]. Product: [Br:33][C:21]1[N:22]=[C:16]2[N:17]([CH:18]=[N:19][C:14]([CH2:13][N:9]3[CH:10]=[CH:11][N:12]=[C:8]3[C:3]3[C:2]([F:1])=[CH:7][CH:6]=[CH:5][N:4]=3)=[C:15]2[CH2:24][CH2:25][CH3:26])[N:20]=1.